From a dataset of NCI-60 drug combinations with 297,098 pairs across 59 cell lines. Regression. Given two drug SMILES strings and cell line genomic features, predict the synergy score measuring deviation from expected non-interaction effect. (1) Synergy scores: CSS=-9.86, Synergy_ZIP=6.25, Synergy_Bliss=3.51, Synergy_Loewe=0.365, Synergy_HSA=-3.38. Drug 1: COC1=C2C(=CC3=C1OC=C3)C=CC(=O)O2. Cell line: MDA-MB-435. Drug 2: CC(C)CN1C=NC2=C1C3=CC=CC=C3N=C2N. (2) Drug 2: C1=NC2=C(N1)C(=S)N=CN2. Synergy scores: CSS=-7.83, Synergy_ZIP=-8.15, Synergy_Bliss=-19.2, Synergy_Loewe=-48.2, Synergy_HSA=-23.9. Drug 1: CC1=CC2C(CCC3(C2CCC3(C(=O)C)OC(=O)C)C)C4(C1=CC(=O)CC4)C. Cell line: HS 578T. (3) Drug 1: C1=CC(=CC=C1C#N)C(C2=CC=C(C=C2)C#N)N3C=NC=N3. Drug 2: CC1C(C(CC(O1)OC2CC(CC3=C2C(=C4C(=C3O)C(=O)C5=C(C4=O)C(=CC=C5)OC)O)(C(=O)CO)O)N)O.Cl. Cell line: SF-539. Synergy scores: CSS=47.3, Synergy_ZIP=-1.41, Synergy_Bliss=-1.53, Synergy_Loewe=-6.49, Synergy_HSA=0.991. (4) Drug 1: CC(CN1CC(=O)NC(=O)C1)N2CC(=O)NC(=O)C2. Drug 2: CC1=C(C(=CC=C1)Cl)NC(=O)C2=CN=C(S2)NC3=CC(=NC(=N3)C)N4CCN(CC4)CCO. Cell line: SK-MEL-5. Synergy scores: CSS=-2.05, Synergy_ZIP=3.16, Synergy_Bliss=7.07, Synergy_Loewe=-1.94, Synergy_HSA=-1.84. (5) Drug 1: C1=CC(=C2C(=C1NCCNCCO)C(=O)C3=C(C=CC(=C3C2=O)O)O)NCCNCCO. Cell line: OVCAR3. Drug 2: C1CCC(C(C1)N)N.C(=O)(C(=O)[O-])[O-].[Pt+4]. Synergy scores: CSS=29.0, Synergy_ZIP=-1.92, Synergy_Bliss=-2.37, Synergy_Loewe=-10.4, Synergy_HSA=-0.149. (6) Drug 1: C1CC(=O)NC(=O)C1N2CC3=C(C2=O)C=CC=C3N. Drug 2: CN1C2=C(C=C(C=C2)N(CCCl)CCCl)N=C1CCCC(=O)O.Cl. Cell line: BT-549. Synergy scores: CSS=4.80, Synergy_ZIP=-3.78, Synergy_Bliss=-0.144, Synergy_Loewe=-0.170, Synergy_HSA=0.0354. (7) Drug 1: CCC1(CC2CC(C3=C(CCN(C2)C1)C4=CC=CC=C4N3)(C5=C(C=C6C(=C5)C78CCN9C7C(C=CC9)(C(C(C8N6C)(C(=O)OC)O)OC(=O)C)CC)OC)C(=O)OC)O.OS(=O)(=O)O. Drug 2: CCCCCOC(=O)NC1=NC(=O)N(C=C1F)C2C(C(C(O2)C)O)O. Cell line: SK-MEL-5. Synergy scores: CSS=-0.0295, Synergy_ZIP=0.960, Synergy_Bliss=2.51, Synergy_Loewe=-0.401, Synergy_HSA=-0.291.